The task is: Predict which catalyst facilitates the given reaction.. This data is from Catalyst prediction with 721,799 reactions and 888 catalyst types from USPTO. (1) Reactant: [CH3:1][O:2][C:3]1[CH:8]=[CH:7][C:6]([NH:9][CH2:10][CH2:11][C:12]2[CH:17]=[CH:16][CH:15]=[C:14]([O:18][CH3:19])[CH:13]=2)=[CH:5][CH:4]=1.[C:20](Cl)(=[O:22])[CH3:21]. Product: [CH3:1][O:2][C:3]1[CH:4]=[CH:5][C:6]([N:9]([CH2:10][CH2:11][C:12]2[CH:17]=[CH:16][CH:15]=[C:14]([O:18][CH3:19])[CH:13]=2)[C:20](=[O:22])[CH3:21])=[CH:7][CH:8]=1. The catalyst class is: 13. (2) Reactant: [CH:1]1([CH2:4][NH:5][C:6]2[C:7]([S:25][CH3:26])=[N:8][N:9]3[C:14]([C:15]4[C:20]([CH3:21])=[CH:19][C:18]([CH3:22])=[CH:17][C:16]=4[O:23][CH3:24])=[CH:13][CH:12]=[CH:11][C:10]=23)[CH2:3][CH2:2]1.[O:27]1[CH2:32][CH2:31][CH:30]([CH:33]=O)[CH2:29][CH2:28]1.C(O[BH-](OC(=O)C)OC(=O)C)(=O)C.[Na+].C(=O)([O-])O.[Na+]. Product: [CH:1]1([CH2:4][N:5]([C:6]2[C:7]([S:25][CH3:26])=[N:8][N:9]3[C:14]([C:15]4[C:20]([CH3:21])=[CH:19][C:18]([CH3:22])=[CH:17][C:16]=4[O:23][CH3:24])=[CH:13][CH:12]=[CH:11][C:10]=23)[CH2:33][CH:30]2[CH2:31][CH2:32][O:27][CH2:28][CH2:29]2)[CH2:2][CH2:3]1. The catalyst class is: 54. (3) Product: [CH3:1][C:2]1([CH3:20])[O:6][C@@H:5]([C@@H:7]2[C@@H:11]3[O:12][C:13]([CH3:15])([CH3:16])[O:14][C@:10]3([CH2:17][OH:18])[C:9](=[O:19])[O:8]2)[CH2:4][O:3]1. Reactant: [CH3:1][C:2]1([CH3:20])[O:6][C@@H:5]([C@@H:7]2[C@@H:11]3[O:12][C:13]([CH3:16])([CH3:15])[O:14][C@:10]3([CH2:17][OH:18])[CH:9]([OH:19])[O:8]2)[CH2:4][O:3]1.C([O-])([O-])=O.[Cs+].[Cs+].BrBr. The catalyst class is: 6. (4) Reactant: Br[C:2]1[CH:7]=[CH:6][CH:5]=[CH:4][C:3]=1[S:8][CH2:9][CH3:10].C1COCC1.C([Li])CCC.C(O[B:25]1[O:33][C:30]([CH3:32])([CH3:31])[C:27]([CH3:29])([CH3:28])[O:26]1)(C)C. Product: [CH2:9]([S:8][C:3]1[CH:4]=[CH:5][CH:6]=[CH:7][C:2]=1[B:25]1[O:33][C:30]([CH3:32])([CH3:31])[C:27]([CH3:29])([CH3:28])[O:26]1)[CH3:10]. The catalyst class is: 6.